From a dataset of Catalyst prediction with 721,799 reactions and 888 catalyst types from USPTO. Predict which catalyst facilitates the given reaction. (1) Reactant: [CH3:1][C:2]1[N:3]=[C:4]([NH2:7])[S:5][CH:6]=1.[Cl:8][C:9]1[CH:14]=[C:13]([S:15][C:16]2[CH:21]=[CH:20][CH:19]=[CH:18][C:17]=2[CH:22]([CH3:24])[CH3:23])[CH:12]=[CH:11][N:10]=1.P([O-])([O-])([O-])=O.[K+].[K+].[K+].C1(P(C2C=CC=CC=2)C2C3OC4C(=CC=CC=4P(C4C=CC=CC=4)C4C=CC=CC=4)C(C)(C)C=3C=CC=2)C=CC=CC=1. Product: [ClH:8].[CH:22]([C:17]1[CH:18]=[CH:19][CH:20]=[CH:21][C:16]=1[S:15][C:13]1[CH:12]=[CH:11][N:10]=[C:9]([NH:7][C:4]2[S:5][CH:6]=[C:2]([CH3:1])[N:3]=2)[CH:14]=1)([CH3:24])[CH3:23]. The catalyst class is: 110. (2) Reactant: [C:1]([C:3]1[CH:4]=[C:5]([C:9]2[CH:10]=[C:11]3[C:16](=[CH:17][CH:18]=2)[CH:15]=[C:14]([CH2:19][CH2:20]OS(C)(=O)=O)[CH:13]=[CH:12]3)[CH:6]=[N:7][CH:8]=1)#[N:2].[CH3:26][C@@H:27]1[CH2:31][CH2:30][CH2:29][NH:28]1.C(=O)([O-])[O-].[Cs+].[Cs+]. Product: [CH3:26][C@@H:27]1[CH2:31][CH2:30][CH2:29][N:28]1[CH2:20][CH2:19][C:14]1[CH:15]=[C:16]2[C:11](=[CH:12][CH:13]=1)[CH:10]=[C:9]([C:5]1[CH:6]=[N:7][CH:8]=[C:3]([CH:4]=1)[C:1]#[N:2])[CH:18]=[CH:17]2. The catalyst class is: 10. (3) Reactant: [C:1]1([CH:7]([C:16]2[CH:21]=[CH:20][C:19]([F:22])=[CH:18][CH:17]=2)[CH2:8][C:9](OC(C)(C)C)=[O:10])[CH:6]=[CH:5][CH:4]=[CH:3][CH:2]=1.[H-].[H-].[H-].[H-].[Li+].[Al+3]. Product: [C:1]1([CH:7]([C:16]2[CH:17]=[CH:18][C:19]([F:22])=[CH:20][CH:21]=2)[CH2:8][CH2:9][OH:10])[CH:2]=[CH:3][CH:4]=[CH:5][CH:6]=1. The catalyst class is: 1. (4) Reactant: Cl[C:2]([O:4][CH3:5])=[O:3].[F:6][C:7]1[CH:12]=[CH:11][C:10]([F:13])=[CH:9][C:8]=1[NH:14][C:15]([C:17]1[CH:18]=[C:19]([C:24]2[CH:29]=[CH:28][C:27]([F:30])=[CH:26][C:25]=2[F:31])[CH:20]=[CH:21]C=1O)=[O:16].Cl. Product: [F:31][C:25]1[CH:26]=[C:27]([F:30])[CH:28]=[CH:29][C:24]=1[C:19]1[CH:20]=[CH:21][C:5]2[O:4][C:2](=[O:3])[N:14]([C:8]3[CH:9]=[C:10]([F:13])[CH:11]=[CH:12][C:7]=3[F:6])[C:15](=[O:16])[C:17]=2[CH:18]=1. The catalyst class is: 860. (5) Reactant: [N:1]1([C:6]([NH:8][C:9](=[O:15])[O:10][C:11]([CH3:14])([CH3:13])[CH3:12])=[NH:7])[CH:5]=[CH:4][CH:3]=[N:2]1.[H-].[Na+].[CH3:18][C:19]([O:22][C:23](O[C:23]([O:22][C:19]([CH3:21])([CH3:20])[CH3:18])=[O:24])=[O:24])([CH3:21])[CH3:20].C(O)(=O)C. Product: [N:1]1(/[C:6](/[NH:7][C:23](=[O:24])[O:22][C:19]([CH3:21])([CH3:20])[CH3:18])=[N:8]\[C:9](=[O:15])[O:10][C:11]([CH3:12])([CH3:14])[CH3:13])[CH:5]=[CH:4][CH:3]=[N:2]1. The catalyst class is: 1. (6) Reactant: [Br:1][C:2]1[C:11]2[C:6](=[CH:7][C:8]([C:12]3[N:13]=[C:14]([C:17]4[CH:22]=[CH:21][CH:20]=[CH:19][CH:18]=4)[S:15][CH:16]=3)=[CH:9][CH:10]=2)[CH:5]=[CH:4][C:3]=1[OH:23].Br[CH2:25][C:26]#[N:27].C(=O)([O-])[O-].[Cs+].[Cs+]. Product: [Br:1][C:2]1[C:11]2[C:6](=[CH:7][C:8]([C:12]3[N:13]=[C:14]([C:17]4[CH:22]=[CH:21][CH:20]=[CH:19][CH:18]=4)[S:15][CH:16]=3)=[CH:9][CH:10]=2)[CH:5]=[CH:4][C:3]=1[O:23][CH2:25][C:26]#[N:27]. The catalyst class is: 21. (7) Reactant: C([O:8][C:9]1[CH:13]=[C:12]([C:14]([O:16][CH3:17])=[O:15])[N:11]([C:18]2[CH:23]=[CH:22][CH:21]=[CH:20][CH:19]=2)[N:10]=1)C1C=CC=CC=1. Product: [OH:8][C:9]1[CH:13]=[C:12]([C:14]([O:16][CH3:17])=[O:15])[N:11]([C:18]2[CH:23]=[CH:22][CH:21]=[CH:20][CH:19]=2)[N:10]=1. The catalyst class is: 481. (8) Reactant: [C:1]([C:5]1[CH:10]=[CH:9][C:8]([C:11]2[CH:12]=[C:13]([CH:17]3[CH2:26][C:25]([CH3:28])([CH3:27])[C:24]4[C:19](=[CH:20][CH:21]=[C:22]([C:29](O)=[O:30])[CH:23]=4)[NH:18]3)[CH:14]=[N:15][CH:16]=2)=[CH:7][CH:6]=1)([CH3:4])([CH3:3])[CH3:2].[CH:32]1([S:35]([NH2:38])(=[O:37])=[O:36])[CH2:34][CH2:33]1. Product: [C:1]([C:5]1[CH:10]=[CH:9][C:8]([C:11]2[CH:12]=[C:13]([CH:17]3[CH2:26][C:25]([CH3:28])([CH3:27])[C:24]4[C:19](=[CH:20][CH:21]=[C:22]([C:29]([NH:38][S:35]([CH:32]5[CH2:34][CH2:33]5)(=[O:37])=[O:36])=[O:30])[CH:23]=4)[NH:18]3)[CH:14]=[N:15][CH:16]=2)=[CH:7][CH:6]=1)([CH3:4])([CH3:2])[CH3:3]. The catalyst class is: 119.